Dataset: Experimentally validated miRNA-target interactions with 360,000+ pairs, plus equal number of negative samples. Task: Binary Classification. Given a miRNA mature sequence and a target amino acid sequence, predict their likelihood of interaction. (1) The miRNA is hsa-miR-8064 with sequence AGCACACUGAGCGAGCGGAC. The protein sequence of the target gene is MQTFTMVLEEIWTSLFMWFFYALIPCLLTDEVAILPAPQNLSVLSTNMKHLLMWSPVIAPGETVYYSVEYQGEYESLYTSHIWIPSSWCSLTEGPECDVTDDITATVPYNLRVRATLGSQTSAWSILKHPFNRNSTILTRPGMEITKDGFHLVIELEDLGPQFEFLVAYWRREPGAEEHVKMVRSGGIPVHLETMEPGAAYCVKAQTFVKAIGRYSAFSQTECVEVQGEAIPLVLALFAFVGFMLILVVVPLFVWKMGRLLQYSCCPVVVLPDTLKITNSPQKLISCRREEVDACATAVM.... Result: 1 (interaction). (2) The miRNA is hsa-miR-4739 with sequence AAGGGAGGAGGAGCGGAGGGGCCCU. The protein sequence of the target gene is MFPVAPKPQDSSQPSDRLMTEKQQEEAEWESINVLLMMHGLKPLSLVKRTDLKDLIIFDKQSSQRMRQNLKLLVEETSCQQNMIQELIETNQQLRNELQLEQSRAANQEQRANDLEQIMESVKSKIGELEDESLSRACHQQNKIKDLQKEQKTLQVKCQHYKKKRTEQEETIASLQMEVCRLKKEEEDRIVTQNRVFAYLCKRVPHTVLDRQLLCLIDYYESKIRKIHTQRQYKEDESQSEEENDYRNLDASPTYKGLLMSLQNQLKESKSKIDALSSEKLNLQKDLETRPTQHELRLYK.... Result: 0 (no interaction). (3) The miRNA is mmu-miR-329-3p with sequence AACACACCCAGCUAACCUUUUU. The protein sequence of the target gene is MSGFLASLDPRRVQWGAAWYAMHSRILRTKPVESMLEGTGTTSAHGTKLAQVLTTVDLISLGVGSCVGTGMYVVSGLVAKEMAGPGVIVSFIIAAVASILSGVCYAEFGVRVPKTTGSAYTYSYVTVGEFVAFFIGWNLILEYLIGTAAGASALSSMFDSLANHSISRWMVDTVGTLNGLGKGEESYPDLLALVIAVIVTIIVALGVKNSVGFNNVLNVLNLAVWVFIMIAGLFFINGKYWAEGQFLPHGWSGVLQGAATCFYAFIGFDIIATTGEEAKNPNTSIPYAITASLVICLTAY.... Result: 1 (interaction). (4) The miRNA is mmu-miR-1938 with sequence CGGUGGGACUUGUAGUUCGGUC. The protein sequence of the target gene is MAAARATTPADGEEPAPEAEALAAARERSSRFLSGLELVKQGAEARVFRGRFQGRAAVIKHRFPKGYRHPALEARLGRRRTVQEARALLRCRRAGISAPVVFFVDYASNCLYMEEIEGSVTVRDYIQSTMETEKTPQGLSNLAKTIGQVLARMHDEDLIHGDLTTSNMLLKPPLEQLNIVLIDFGLSFISALPEDKGVDLYVLEKAFLSTHPNTETVFEAFLKSYSTSSKKARPVLKKLDEVRLRGRKRSMVG. Result: 0 (no interaction). (5) The protein sequence of the target gene is MTPASGATASLGRLRARPRSRWDAAYLPAVAAVCVARASHVPNGTLRFGVCKARRTMRPLPRRIEVRTKRGPQRPAAPERSPQPRLPPSRHPSRRGPRRHLSGCSAPACRIPTGCRCPCGRPS. The miRNA is mmu-miR-3061-5p with sequence CAGUGGGCCGUGAAAGGUAGCC. Result: 0 (no interaction). (6) The miRNA is mmu-miR-362-3p with sequence AACACACCUGUUCAAGGAUUCA. The protein sequence of the target gene is MTFNSFEGTRTFVLADTNKDEEFVEEFNRLKTFANFPSSSPVSASTLARAGFLYTGEGDTVQCFSCHAAIDRWQYGDSAVGRHRRISPNCRFINGFYFENGAAQSTNPGIQNGQYKSENCVGNRNPFAPDRPPETHADYLLRTGQVVDISDTIYPRNPAMCSEEARLKSFQNWPDYAHLTPRELASAGLYYTGADDQVQCFCCGGKLKNWEPCDRAWSEHRRHFPNCFFVLGRNVNVRSESGVSSDRNFPNSTNSPRNPAMAEYEARIVTFGTWTSSVNKEQLARAGFYALGEGDKVKCF.... Result: 1 (interaction). (7) The miRNA is mmu-miR-3618-3p with sequence CUACAUUAAUGAAAAGAGCAAU. The protein sequence of the target gene is MASSNPPPQPAIGDQLVPGVPGPSSEAEDDPGEAFEFDDSDDEEDTSAALGVPSLAPERDTDPPLIHLDSIPVTDPDPAAAPPGTGVPAWVSNGDAADAAFSGARHSSWKRKSSRRIDRFTFPALEEDVIYDDVPCESPDAHQPGAERNLLYEDAHRAGAPRQAEDLGWSSSEFESYSEDSGEEAKPEVEVEPAKHRVSFQPKLSPDLTRLKERYARTKRDILALRVGGRDMQELKHKYDCKMTQLMKAAKSGTKDGLEKTRMAVMRKVSFLHRKDVLGDSEEEDMGLLEVSVSDIKPPA.... Result: 0 (no interaction).